This data is from Catalyst prediction with 721,799 reactions and 888 catalyst types from USPTO. The task is: Predict which catalyst facilitates the given reaction. (1) Reactant: Br[C:2]1[CH:3]=[CH:4][C:5]([C:15]([OH:17])=[O:16])=[N:6][C:7]=1[O:8][CH:9]([CH3:14])[C:10]([F:13])([F:12])[F:11].[CH:18]1([B-](F)(F)F)[CH2:20][CH2:19]1.[K+].C(=O)([O-])[O-].[Cs+].[Cs+].C(PC12CC3CC(CC(C3)C1)C2)CCC. Product: [CH:18]1([C:2]2[CH:3]=[CH:4][C:5]([C:15]([OH:17])=[O:16])=[N:6][C:7]=2[O:8][CH:9]([CH3:14])[C:10]([F:13])([F:12])[F:11])[CH2:20][CH2:19]1. The catalyst class is: 493. (2) Reactant: [ClH:1].C(OC([N:9]1[CH2:14][CH2:13][N:12]([C:15](=[O:34])[CH2:16][CH2:17][CH2:18][CH2:19][CH2:20][CH2:21][CH2:22][CH2:23][CH2:24][CH2:25][NH:26]C(OC(C)(C)C)=O)[CH2:11][CH2:10]1)=O)(C)(C)C. Product: [ClH:1].[ClH:1].[NH2:26][CH2:25][CH2:24][CH2:23][CH2:22][CH2:21][CH2:20][CH2:19][CH2:18][CH2:17][CH2:16][C:15]([N:12]1[CH2:13][CH2:14][NH:9][CH2:10][CH2:11]1)=[O:34]. The catalyst class is: 346. (3) Reactant: [CH3:1][O:2][CH2:3][C:4]([NH2:6])=[NH:5].CC[O-].[Na+].[C:11]([OH:19])(=[O:18])/[C:12](=[C:14](\[CH:16]=O)/[Br:15])/Br. Product: [Br:15][C:14]1[C:12]([C:11]([OH:19])=[O:18])=[N:5][C:4]([CH2:3][O:2][CH3:1])=[N:6][CH:16]=1. The catalyst class is: 14. (4) Reactant: [ClH:1].Cl.[CH3:3][O:4][C:5]1[CH:17]=[CH:16][C:8]([CH2:9][N:10]2[CH2:15][CH2:14][NH:13][CH2:12][CH2:11]2)=[CH:7][CH:6]=1.[Cl:18][CH:19]([CH3:35])[C:20]([C:22]1[CH:31]=[CH:30][C:29]2[C:24](=[CH:25][CH:26]=[C:27]([O:33][CH3:34])[C:28]=2[Cl:32])[CH:23]=1)=[O:21].C([O-])([O-])=O.[K+].[K+]. Product: [ClH:18].[ClH:1].[CH3:3][O:4][C:5]1[CH:6]=[CH:7][C:8]([CH2:9][N:10]2[CH2:15][CH2:14][N:13]([CH:19]([C:20]([C:22]3[CH:31]=[CH:30][C:29]4[C:24](=[CH:25][CH:26]=[C:27]([O:33][CH3:34])[C:28]=4[Cl:32])[CH:23]=3)=[O:21])[CH3:35])[CH2:12][CH2:11]2)=[CH:16][CH:17]=1. The catalyst class is: 3. (5) Reactant: [F:1][C:2]1[CH:3]=[C:4]([CH:7]=[CH:8][C:9]=1[O:10][CH3:11])[CH:5]=O.[CH3:12][C:13]([S@@:16]([NH2:18])=[O:17])([CH3:15])[CH3:14].O. Product: [F:1][C:2]1[CH:3]=[C:4]([CH:7]=[CH:8][C:9]=1[O:10][CH3:11])/[CH:5]=[N:18]/[S@:16]([C:13]([CH3:15])([CH3:14])[CH3:12])=[O:17]. The catalyst class is: 1.